Dataset: Forward reaction prediction with 1.9M reactions from USPTO patents (1976-2016). Task: Predict the product of the given reaction. Given the reactants [CH:1]1[N:5]([CH2:6][O:7][CH2:8][CH2:9][OH:10])[C:4]2[N:11]=[C:12]([NH2:16])[N:13]=[C:14]([OH:15])[C:3]=2[N:2]=1.[OH-].[OH:18][CH2:19][CH2:20][N+:21]([CH3:24])([CH3:23])[CH3:22].O, predict the reaction product. The product is: [OH:18][CH2:19][CH2:20][N+:21]([CH3:24])([CH3:23])[CH3:22].[CH:1]1[N:5]([CH2:6][O:7][CH2:8][CH2:9][OH:10])[C:4]2[N:11]=[C:12]([NH2:16])[N:13]=[C:14]([OH:15])[C:3]=2[N:2]=1.